The task is: Predict the reaction yield, written as a fraction of the theoretical maximum amount of product (1.0 means a 100% yield; for example, 0.34 means a 34% yield).. This data is from Reaction yield outcomes from USPTO patents with 853,638 reactions. (1) The reactants are Br[C:2]1[CH:3]=[N:4][C:5]([O:8][CH3:9])=[N:6][CH:7]=1.[CH3:10][Si:11]([CH2:14][CH3:15])([CH3:13])[CH3:12].C(N(CC)CC)C. The catalyst is C(OCC)(=O)C.O.[Cu](I)I.Cl[Pd](Cl)([P](C1C=CC=CC=1)(C1C=CC=CC=1)C1C=CC=CC=1)[P](C1C=CC=CC=1)(C1C=CC=CC=1)C1C=CC=CC=1. The product is [CH3:9][O:8][C:5]1[N:4]=[CH:3][C:2]([C:15]#[C:14][Si:11]([CH3:13])([CH3:12])[CH3:10])=[CH:7][N:6]=1. The yield is 0.970. (2) The reactants are Cl[CH2:2][C:3]([N:5]1[CH2:10][CH2:9][O:8][CH2:7][CH2:6]1)=[O:4].[C:11]([O:30][CH2:31][CH:32]([OH:35])[CH:33]=[CH2:34])([C:24]1[CH:29]=[CH:28][CH:27]=[CH:26][CH:25]=1)([C:18]1[CH:23]=[CH:22][CH:21]=[CH:20][CH:19]=1)[C:12]1[CH:17]=[CH:16][CH:15]=[CH:14][CH:13]=1.[OH-].[Na+]. The catalyst is S([O-])(O)(=O)=O.C([N+](CCCC)(CCCC)CCCC)CCC.C1(C)C=CC=CC=1.O. The product is [O:8]1[CH2:9][CH2:10][N:5]([C:3](=[O:4])[CH2:2][O:35][C@H:32]([CH2:31][O:30][C:11]([C:24]2[CH:29]=[CH:28][CH:27]=[CH:26][CH:25]=2)([C:12]2[CH:13]=[CH:14][CH:15]=[CH:16][CH:17]=2)[C:18]2[CH:23]=[CH:22][CH:21]=[CH:20][CH:19]=2)[CH:33]=[CH2:34])[CH2:6][CH2:7]1. The yield is 0.980.